This data is from Forward reaction prediction with 1.9M reactions from USPTO patents (1976-2016). The task is: Predict the product of the given reaction. Given the reactants [F:1][C:2]1[C:3]2[CH2:16][CH2:15][CH2:14][CH2:13][C:12](=O)[C:4]=2[CH:5]=[C:6]2[C:10]=1[N:9]([CH3:11])[CH:8]=[CH:7]2.[CH3:18][C:19]([NH2:22])([CH3:21])[CH3:20], predict the reaction product. The product is: [F:1][C:2]1[C:3]2[CH2:16][CH2:15][CH2:14][CH2:13][C:12](=[N:22][C:19]([CH3:21])([CH3:20])[CH3:18])[C:4]=2[CH:5]=[C:6]2[C:10]=1[N:9]([CH3:11])[CH:8]=[CH:7]2.